From a dataset of Aqueous solubility values for 9,982 compounds from the AqSolDB database. Regression/Classification. Given a drug SMILES string, predict its absorption, distribution, metabolism, or excretion properties. Task type varies by dataset: regression for continuous measurements (e.g., permeability, clearance, half-life) or binary classification for categorical outcomes (e.g., BBB penetration, CYP inhibition). For this dataset (solubility_aqsoldb), we predict Y. (1) The compound is COc1ccc2cc(C(C)C(=O)OCC(C)=O)ccc2c1. The Y is -4.65 log mol/L. (2) The molecule is CC(=O)C(N=Nc1ccccc1C(=O)O)C(=O)Nc1ccc2[nH]c(=O)[nH]c2c1. The Y is -7.33 log mol/L. (3) The molecule is COC(=O)C1CC2(C(C)C)C=CC1(C)CC2. The Y is -4.20 log mol/L. (4) The Y is -4.78 log mol/L. The drug is CC(=O)CC(c1ccccc1)c1c(O)c2ccccc2oc1=O. (5) The drug is CC(C)(CO)CO. The Y is 0.901 log mol/L. (6) The compound is [Ta]. The Y is -6.93 log mol/L.